Dataset: Reaction yield outcomes from USPTO patents with 853,638 reactions. Task: Predict the reaction yield, written as a fraction of the theoretical maximum amount of product (1.0 means a 100% yield; for example, 0.34 means a 34% yield). The reactants are S(S([O-])=O)([O-])=O.[Na+].[Na+].O.O1CCOCC1.[C:16]1(=[O:31])[C:29]2[C:20](=[CH:21][C:22]3[C:27]([CH:28]=2)=[CH:26][CH:25]=[CH:24][CH:23]=3)[C:19](=[O:30])[CH:18]=[CH:17]1. The catalyst is O. The product is [OH:30][C:19]1[C:20]2[C:29](=[CH:28][C:27]3[C:22]([CH:21]=2)=[CH:23][CH:24]=[CH:25][CH:26]=3)[C:16]([OH:31])=[CH:17][CH:18]=1. The yield is 0.610.